This data is from Forward reaction prediction with 1.9M reactions from USPTO patents (1976-2016). The task is: Predict the product of the given reaction. (1) The product is: [C:11]([O:10][C:8]([N:5]1[CH2:4][CH2:3][CH:2]([O:1][C:16]2[CH:25]=[CH:24][CH:23]=[C:22]3[C:17]=2[C:18](=[O:26])[NH:19][CH:20]=[N:21]3)[CH2:7][CH2:6]1)=[O:9])([CH3:14])([CH3:13])[CH3:12]. Given the reactants [OH:1][CH:2]1[CH2:7][CH2:6][N:5]([C:8]([O:10][C:11]([CH3:14])([CH3:13])[CH3:12])=[O:9])[CH2:4][CH2:3]1.F[C:16]1[CH:25]=[CH:24][CH:23]=[C:22]2[C:17]=1[C:18](=[O:26])[NH:19][CH:20]=[N:21]2, predict the reaction product. (2) The product is: [C:1]([C:3]1[CH:4]=[CH:5][C:6]([C:9]2[N:13]([C:14]3[CH:15]=[N:16][CH:17]=[CH:18][CH:19]=3)[N:12]=[C:11]([C:20]([OH:22])=[O:21])[CH:10]=2)=[N:7][CH:8]=1)#[N:2]. Given the reactants [C:1]([C:3]1[CH:4]=[CH:5][C:6]([C:9]2[N:13]([C:14]3[CH:15]=[N:16][CH:17]=[CH:18][CH:19]=3)[N:12]=[C:11]([C:20]([O:22]CC)=[O:21])[CH:10]=2)=[N:7][CH:8]=1)#[N:2].O.[OH-].[Li+], predict the reaction product. (3) Given the reactants [NH2:1][C:2]([NH2:4])=[S:3].C[O:6][C:7]([C:9]1[C:18]2[C:13](=[CH:14][C:15]([CH2:19][C:20](=O)[CH2:21][C:22](OCC)=[O:23])=[CH:16][CH:17]=2)[CH:12]=[CH:11][CH:10]=1)=[O:8].CC([O-])(C)C.[K+].[Li+].[OH-], predict the reaction product. The product is: [O:23]=[C:22]1[NH:4][C:2](=[S:3])[NH:1][C:20]([CH2:19][C:15]2[CH:14]=[C:13]3[C:18](=[CH:17][CH:16]=2)[C:9]([C:7]([OH:8])=[O:6])=[CH:10][CH:11]=[CH:12]3)=[CH:21]1. (4) The product is: [Cl:28][C:25]1[CH:26]=[CH:27][C:22]([CH:14]([C:15]2[CH:20]=[CH:19][CH:18]=[C:17]([F:21])[CH:16]=2)[CH2:13][C@H:12]([NH2:11])[CH3:29])=[CH:23][CH:24]=1. Given the reactants S([NH:11][C@H:12]([CH3:29])[CH2:13][CH:14]([C:22]1[CH:27]=[CH:26][C:25]([Cl:28])=[CH:24][CH:23]=1)[C:15]1[CH:20]=[CH:19][CH:18]=[C:17]([F:21])[CH:16]=1)(C1C=CC(C)=CC=1)(=O)=O.Br, predict the reaction product. (5) The product is: [F:15][C:12]([F:13])([F:14])[C:7]1([C:23]2[CH:28]=[CH:27][CH:26]=[CH:25][CH:24]=2)[C:6]2[C:10](=[CH:11][C:3]([O:2][CH3:1])=[C:4]([CH:16]=[O:17])[CH:5]=2)[CH2:9][O:8]1. Given the reactants [CH3:1][O:2][C:3]1[CH:11]=[C:10]2[C:6]([CH:7]([C:12]([F:15])([F:14])[F:13])[O:8][CH2:9]2)=[CH:5][C:4]=1[CH:16]=[O:17].FC(F)(F)C1([C:23]2[CH:28]=[CH:27][CH:26]=[CH:25][CH:24]=2)[C:28]2[C:23](=[CH:24][C:25](OC)=[CH:26][CH:27]=2)CO1, predict the reaction product. (6) Given the reactants Cl[C:2]1[N:7]=[CH:6][C:5]([CH2:8][N:9]2[CH2:14][CH2:13][N:12]([CH3:15])[CH2:11][CH2:10]2)=[CH:4][CH:3]=1.C1(P(C2CCCCC2)C2C=CC=CC=2C2C=CC=CC=2)CCCCC1.C[Si]([N-:45][Si](C)(C)C)(C)C.[Li+], predict the reaction product. The product is: [CH3:15][N:12]1[CH2:13][CH2:14][N:9]([CH2:8][C:5]2[CH:4]=[CH:3][C:2]([NH2:45])=[N:7][CH:6]=2)[CH2:10][CH2:11]1. (7) Given the reactants [C:1]1([C:7]2[NH:8][C:9]3[C:14]([CH:15]=2)=[CH:13][CH:12]=[CH:11][CH:10]=3)[CH:6]=[CH:5][CH:4]=[CH:3][CH:2]=1.[Cl-].[CH3:17][C:18]1[CH:29]=[CH:28][CH:27]=[CH:26][C:19]=1[CH:20]=[N+:21]1[CH2:25][CH2:24][CH2:23][CH2:22]1, predict the reaction product. The product is: [C:1]1([C:7]2[NH:8][C:9]3[C:14]([C:15]=2[CH:20]([N:21]2[CH2:25][CH2:24][CH2:23][CH2:22]2)[C:19]2[CH:26]=[CH:27][CH:28]=[CH:29][C:18]=2[CH3:17])=[CH:13][CH:12]=[CH:11][CH:10]=3)[CH:6]=[CH:5][CH:4]=[CH:3][CH:2]=1. (8) Given the reactants [Cl:1][C:2]1[CH:7]=[CH:6][C:5]([O:8][C:9]2[CH:14]=[CH:13][C:12]([CH2:15][CH2:16][OH:17])=[CH:11][C:10]=2[F:18])=[CH:4][C:3]=1[C:19]([F:22])([F:21])[F:20].[N:23]#[C:24][NH2:25].FC(F)(F)S(O)(=O)=O, predict the reaction product. The product is: [C:24](=[NH:23])([O:17][CH2:16][CH2:15][C:12]1[CH:13]=[CH:14][C:9]([O:8][C:5]2[CH:6]=[CH:7][C:2]([Cl:1])=[C:3]([C:19]([F:22])([F:20])[F:21])[CH:4]=2)=[C:10]([F:18])[CH:11]=1)[NH2:25]. (9) Given the reactants O[CH2:2][C:3]([C:5]1[CH:10]=[CH:9][CH:8]=[CH:7][CH:6]=1)=[O:4].N1[CH:16]=[CH:15][C:14]([CH:17]=O)=[CH:13][CH:12]=1.O([CH3:21])[Na], predict the reaction product. The product is: [C:14]1([CH:17]=[CH:2][C:3]([C:5]2[CH:10]=[CH:9][CH:8]=[CH:7][CH:6]=2)=[O:4])[CH:15]=[CH:16][CH:21]=[CH:12][CH:13]=1. (10) Given the reactants [C:9](O[C:9]([O:11][C:12]([CH3:15])([CH3:14])[CH3:13])=[O:10])([O:11][C:12]([CH3:15])([CH3:14])[CH3:13])=[O:10].[C:16]1([CH2:22][N:23]2[CH2:27][CH2:26][C:25]3([CH2:31][CH2:30][NH:29][CH2:28]3)[CH2:24]2)[CH:21]=[CH:20][CH:19]=[CH:18][CH:17]=1.C(N(C(C)C)CC)(C)C.C(=O)([O-])O.[Na+], predict the reaction product. The product is: [C:16]1([CH2:22][N:23]2[CH2:27][CH2:26][C:25]3([CH2:28][N:29]([C:9]([O:11][C:12]([CH3:13])([CH3:14])[CH3:15])=[O:10])[CH2:30][CH2:31]3)[CH2:24]2)[CH:17]=[CH:18][CH:19]=[CH:20][CH:21]=1.